Dataset: Reaction yield outcomes from USPTO patents with 853,638 reactions. Task: Predict the reaction yield, written as a fraction of the theoretical maximum amount of product (1.0 means a 100% yield; for example, 0.34 means a 34% yield). The reactants are [Br:1][C:2]1[O:6][C:5]([C:7]([OH:9])=O)=[CH:4][CH:3]=1.Cl.[CH2:11]([O:13][C:14](=[O:24])[C@H:15]([CH2:17][CH2:18][C:19]([O:21][CH2:22][CH3:23])=[O:20])[NH2:16])[CH3:12]. No catalyst specified. The product is [CH2:11]([O:13][C:14](=[O:24])[C@@H:15]([NH:16][C:7]([C:5]1[O:6][C:2]([Br:1])=[CH:3][CH:4]=1)=[O:9])[CH2:17][CH2:18][C:19]([O:21][CH2:22][CH3:23])=[O:20])[CH3:12]. The yield is 0.720.